From a dataset of Forward reaction prediction with 1.9M reactions from USPTO patents (1976-2016). Predict the product of the given reaction. Given the reactants [NH2:1][C:2]1[CH:18]=[CH:17][C:5]([O:6][C:7]2[CH:12]=[CH:11][N:10]=[C:9]([C:13]([NH:15][CH3:16])=[O:14])[CH:8]=2)=[CH:4][C:3]=1[NH:19][CH3:20].[Br:21][C:22]1[CH:27]=[CH:26][C:25]([N:28]=[C:29]=S)=[CH:24][CH:23]=1.IC, predict the reaction product. The product is: [Br:21][C:22]1[CH:27]=[CH:26][C:25]([NH:28][C:29]2[N:19]([CH3:20])[C:3]3[CH:4]=[C:5]([O:6][C:7]4[CH:12]=[CH:11][N:10]=[C:9]([C:13]([NH:15][CH3:16])=[O:14])[CH:8]=4)[CH:17]=[CH:18][C:2]=3[N:1]=2)=[CH:24][CH:23]=1.